From a dataset of hERG potassium channel inhibition data for cardiac toxicity prediction from Karim et al.. Regression/Classification. Given a drug SMILES string, predict its toxicity properties. Task type varies by dataset: regression for continuous values (e.g., LD50, hERG inhibition percentage) or binary classification for toxic/non-toxic outcomes (e.g., AMES mutagenicity, cardiotoxicity, hepatotoxicity). Dataset: herg_karim. (1) The result is 0 (non-blocker). The molecule is O=C1NCCN1CC[N+]1CCC(c2cn(-c3ccccc3)c3ccc(Cl)cc23)CC1. (2) The molecule is CCS(=O)(=O)N1CC(CC#N)(n2cc(-c3ncnc4[nH]ccc34)cn2)C1. The result is 0 (non-blocker).